Dataset: Forward reaction prediction with 1.9M reactions from USPTO patents (1976-2016). Task: Predict the product of the given reaction. (1) Given the reactants [F:1][C:2]1[CH:10]=[C:9]2[C:5]([CH:6]=[N:7][NH:8]2)=[CH:4][C:3]=1/[CH:11]=[C:12](/[C:15](=O)[CH3:16])\[C:13]#[N:14].[NH2:18][C:19]([C:23]([F:26])([F:25])[F:24])=[CH:20][C:21]#[N:22], predict the reaction product. The product is: [F:1][C:2]1[CH:10]=[C:9]2[C:5]([CH:6]=[N:7][NH:8]2)=[CH:4][C:3]=1[CH:11]1[C:20]([C:21]#[N:22])=[C:19]([C:23]([F:26])([F:25])[F:24])[NH:18][C:15]([CH3:16])=[C:12]1[C:13]#[N:14]. (2) Given the reactants [NH2:1][C:2]1[CH:7]=[CH:6][C:5]([OH:8])=[C:4]([F:9])[C:3]=1[F:10].CC(C)([O-])C.[K+].[O:17]1[CH2:21][CH2:20][O:19][CH:18]1[C:22]1[CH:23]=[CH:24][C:25]([C:28]2[S:36][C:35]3[C:30](=[N:31][CH:32]=[CH:33][C:34]=3Cl)[CH:29]=2)=[N:26][CH:27]=1.O, predict the reaction product. The product is: [O:17]1[CH2:21][CH2:20][O:19][CH:18]1[C:22]1[CH:23]=[CH:24][C:25]([C:28]2[S:36][C:35]3[C:30](=[N:31][CH:32]=[CH:33][C:34]=3[O:8][C:5]3[CH:6]=[CH:7][C:2]([NH2:1])=[C:3]([F:10])[C:4]=3[F:9])[CH:29]=2)=[N:26][CH:27]=1. (3) The product is: [CH3:1][O:2][C:3](=[O:12])[C:4]1[CH:9]=[CH:8][CH:7]=[C:6]([CH2:10][N:18]2[C:17](=[O:20])[CH:16]=[C:15]([CH3:21])[C:14]([Cl:13])=[N:19]2)[CH:5]=1. Given the reactants [CH3:1][O:2][C:3](=[O:12])[C:4]1[CH:9]=[CH:8][CH:7]=[C:6]([CH2:10]Br)[CH:5]=1.[Cl:13][C:14]1[C:15]([CH3:21])=[CH:16][C:17](=[O:20])[NH:18][N:19]=1.C(=O)([O-])[O-].[Cs+].[Cs+], predict the reaction product. (4) Given the reactants C([N:8]1[CH2:16][CH:15]2[CH:10]([CH2:11][N:12]([C:17]([O:19][C:20]([CH3:23])([CH3:22])[CH3:21])=[O:18])[CH2:13][CH2:14]2)[CH2:9]1)C1C=CC=CC=1, predict the reaction product. The product is: [CH2:16]1[CH:15]2[CH:10]([CH2:11][N:12]([C:17]([O:19][C:20]([CH3:23])([CH3:22])[CH3:21])=[O:18])[CH2:13][CH2:14]2)[CH2:9][NH:8]1. (5) Given the reactants C(OC([NH:11][CH:12]([C:14]1[NH:18][C:17]2[CH:19]=[CH:20][C:21]([Cl:23])=[CH:22][C:16]=2[N:15]=1)[CH3:13])=O)C1C=CC=CC=1.[H][H], predict the reaction product. The product is: [Cl:23][C:21]1[CH:20]=[CH:19][C:17]2[N:18]=[C:14]([CH:12]([NH2:11])[CH3:13])[NH:15][C:16]=2[CH:22]=1. (6) Given the reactants C(O[C:4](=[O:21])[C:5](=[C:11]([S:19][CH3:20])[NH:12][C:13]1[CH:18]=[CH:17][CH:16]=[CH:15][CH:14]=1)[C:6]([O:8][CH2:9][CH3:10])=[O:7])C, predict the reaction product. The product is: [CH2:9]([O:8][C:6]([C:5]1[C:11]([S:19][CH3:20])=[N:12][C:13]2[C:14]([C:4]=1[OH:21])=[CH:15][CH:16]=[CH:17][CH:18]=2)=[O:7])[CH3:10].